Task: Predict the reactants needed to synthesize the given product.. Dataset: Full USPTO retrosynthesis dataset with 1.9M reactions from patents (1976-2016) (1) Given the product [F:1][C:2]1[CH:3]=[C:4]([C:5](=[S:22])[NH2:7])[CH:8]=[CH:9][C:10]=1[O:11][CH3:12], predict the reactants needed to synthesize it. The reactants are: [F:1][C:2]1[CH:3]=[C:4]([CH:8]=[CH:9][C:10]=1[O:11][CH3:12])[C:5]([NH2:7])=O.COC1C=CC(P2(SP(C3C=CC(OC)=CC=3)(=S)S2)=[S:22])=CC=1. (2) The reactants are: [C:1]([C:3]1[C:15]2[C:14]3[C:9](=[CH:10][CH:11]=[C:12]([C:16]4[CH:21]=[CH:20][C:19]([N:22]5[CH2:27][CH2:26][N:25]([CH3:28])[CH2:24][CH2:23]5)=[CH:18][CH:17]=4)[CH:13]=3)[NH:8][C:7]=2[N:6]=[CH:5][CH:4]=1)#[CH:2].[N:29]([CH2:32][C:33]1[CH:38]=[CH:37][C:36]([CH3:39])=[CH:35][CH:34]=1)=[N+:30]=[N-:31].C(N(C(C)C)CC)(C)C. Given the product [CH3:39][C:36]1[CH:35]=[CH:34][C:33]([CH2:32][N:29]2[CH:2]=[C:1]([C:3]3[C:15]4[C:14]5[C:9](=[CH:10][CH:11]=[C:12]([C:16]6[CH:17]=[CH:18][C:19]([N:22]7[CH2:23][CH2:24][N:25]([CH3:28])[CH2:26][CH2:27]7)=[CH:20][CH:21]=6)[CH:13]=5)[NH:8][C:7]=4[N:6]=[CH:5][CH:4]=3)[N:31]=[N:30]2)=[CH:38][CH:37]=1, predict the reactants needed to synthesize it. (3) Given the product [CH3:1][N:2]1[CH:6]=[CH:5][CH:4]=[C:3]1[CH2:7][CH2:8][N:18]1[C:14](=[O:24])[C:15]2[C:16](=[CH:20][CH:21]=[CH:22][CH:23]=2)[C:17]1=[O:19], predict the reactants needed to synthesize it. The reactants are: [CH3:1][N:2]1[CH:6]=[CH:5][CH:4]=[C:3]1[CH2:7][CH2:8]CS([O-])(=O)=O.[C:14]1(=[O:24])[NH:18][C:17](=[O:19])[C:16]2=[CH:20][CH:21]=[CH:22][CH:23]=[C:15]12.[K].C(=O)([O-])[O-].[K+].[K+]. (4) The reactants are: [F:1][C:2]1[CH:3]=[C:4]([NH:8][C:9]2[N:14]=[C:13]([NH:15][CH2:16][CH2:17][CH3:18])[C:12]([C:19]#[C:20][Si](C)(C)C)=[CH:11][N:10]=2)[CH:5]=[CH:6][CH:7]=1.C(=O)([O-])[O-].[K+].[K+].C(OCC)(=O)C.[Cl-].[NH4+]. Given the product [C:19]([C:12]1[C:13]([NH:15][CH2:16][CH2:17][CH3:18])=[N:14][C:9]([NH:8][C:4]2[CH:5]=[CH:6][CH:7]=[C:2]([F:1])[CH:3]=2)=[N:10][CH:11]=1)#[CH:20], predict the reactants needed to synthesize it. (5) Given the product [CH3:22][C:6]1[N:5]([C:23]2[CH:28]=[CH:27][CH:26]=[C:25]([C:29]([F:32])([F:31])[F:30])[CH:24]=2)[C:4](=[O:3])[NH:8][C:7]=1[C:9]1[N:13]([C:14]2[CH:15]=[CH:16][C:17]([C:18]#[N:19])=[CH:20][CH:21]=2)[N:12]=[CH:11][CH:10]=1, predict the reactants needed to synthesize it. The reactants are: C([O:3][C:4]1[N:5]([C:23]2[CH:28]=[CH:27][CH:26]=[C:25]([C:29]([F:32])([F:31])[F:30])[CH:24]=2)[C:6]([CH3:22])=[C:7]([C:9]2[N:13]([C:14]3[CH:21]=[CH:20][C:17]([C:18]#[N:19])=[CH:16][CH:15]=3)[N:12]=[CH:11][CH:10]=2)[N:8]=1)C. (6) Given the product [C:18]([CH2:17][S:16][C:2]1[CH:15]=[CH:14][C:5]([C:6]([C:8]2[CH:13]=[CH:12][CH:11]=[CH:10][CH:9]=2)=[O:7])=[CH:4][CH:3]=1)([OH:20])=[O:19], predict the reactants needed to synthesize it. The reactants are: Cl[C:2]1[CH:15]=[CH:14][C:5]([C:6]([C:8]2[CH:13]=[CH:12][CH:11]=[CH:10][CH:9]=2)=[O:7])=[CH:4][CH:3]=1.[SH:16][CH2:17][C:18]([OH:20])=[O:19].CN(C=O)C.[OH-].[Na+]. (7) Given the product [CH3:1][O:2][C:3]1[CH:21]=[CH:20][C:6]([C:7]([C:9]2[C:18](=[O:19])[C:17]3[C:12](=[N:13][CH:14]=[CH:15][CH:16]=3)[N:11]([CH2:24][C:25]3[CH:30]=[CH:29][CH:28]=[C:27]([C:31]([F:32])([F:33])[F:34])[CH:26]=3)[CH:10]=2)=[O:8])=[CH:5][C:4]=1[CH3:22], predict the reactants needed to synthesize it. The reactants are: [CH3:1][O:2][C:3]1[CH:21]=[CH:20][C:6]([C:7]([C:9]2[C:18](=[O:19])[C:17]3[C:12](=[N:13][CH:14]=[CH:15][CH:16]=3)[NH:11][CH:10]=2)=[O:8])=[CH:5][C:4]=1[CH3:22].Br[CH2:24][C:25]1[CH:30]=[CH:29][CH:28]=[C:27]([C:31]([F:34])([F:33])[F:32])[CH:26]=1.